From a dataset of Forward reaction prediction with 1.9M reactions from USPTO patents (1976-2016). Predict the product of the given reaction. (1) Given the reactants Cl.[C:2]([CH2:4][NH:5][C:6]([C@@H:8]1[CH2:12][C@@H:11]([S:13]([C:16]2[CH:21]=[CH:20][CH:19]=[CH:18][C:17]=2[Cl:22])(=[O:15])=[O:14])[CH2:10][NH:9]1)=[O:7])#[N:3].[CH:23]1([C:29](O)=[O:30])[CH2:28][CH2:27][CH2:26][CH2:25][CH2:24]1, predict the reaction product. The product is: [C:2]([CH2:4][NH:5][C:6]([C@@H:8]1[CH2:12][C@@H:11]([S:13]([C:16]2[CH:21]=[CH:20][CH:19]=[CH:18][C:17]=2[Cl:22])(=[O:14])=[O:15])[CH2:10][N:9]1[C:29]([CH:23]1[CH2:28][CH2:27][CH2:26][CH2:25][CH2:24]1)=[O:30])=[O:7])#[N:3]. (2) Given the reactants [Br:1][C:2]1[CH:7]=[C:6]([O:8][CH3:9])[C:5]([OH:10])=[C:4]([OH:11])[CH:3]=1.[C:12](=O)([O-])[O-].[K+].[K+].BrCBr, predict the reaction product. The product is: [Br:1][C:2]1[CH:3]=[C:4]([O:11][CH3:12])[C:5]2[O:10][CH2:9][O:8][C:6]=2[CH:7]=1. (3) Given the reactants [C:1]1([C:7]2[N:11]=[C:10]([N:12]3[CH2:17][CH2:16][NH:15][CH2:14][CH2:13]3)[S:9][N:8]=2)[CH:6]=[CH:5][CH:4]=[CH:3][CH:2]=1.[O:18]1[C:22]2=[N:23][CH:24]=[CH:25][CH:26]=[C:21]2[C:20]([N:27](C(OCC(Cl)(Cl)Cl)=O)[C:28](OCC(Cl)(Cl)Cl)=[O:29])=[N:19]1.C(N(C(C)C)CC)(C)C.CS(C)=O, predict the reaction product. The product is: [O:18]1[C:22]2=[N:23][CH:24]=[CH:25][CH:26]=[C:21]2[C:20]([NH:27][C:28]([N:15]2[CH2:16][CH2:17][N:12]([C:10]3[S:9][N:8]=[C:7]([C:1]4[CH:2]=[CH:3][CH:4]=[CH:5][CH:6]=4)[N:11]=3)[CH2:13][CH2:14]2)=[O:29])=[N:19]1.